This data is from Forward reaction prediction with 1.9M reactions from USPTO patents (1976-2016). The task is: Predict the product of the given reaction. (1) Given the reactants [CH2:1]([O:8][NH:9][CH2:10][CH:11]1[C:16](=[O:17])[NH:15][C:14]2[CH:18]=[CH:19][CH:20]=[CH:21][C:13]=2[S:12]1)[C:2]1[CH:7]=[CH:6][CH:5]=[CH:4][CH:3]=1.[C:22](OC(=O)C)(=[O:24])C, predict the reaction product. The product is: [CH2:1]([O:8][N:9]([CH2:10][CH:11]1[C:16](=[O:17])[NH:15][C:14]2[CH:18]=[CH:19][CH:20]=[CH:21][C:13]=2[S:12]1)[CH:22]=[O:24])[C:2]1[CH:3]=[CH:4][CH:5]=[CH:6][CH:7]=1. (2) Given the reactants [F:1][C:2]1[CH:3]=[C:4]([C:12]2[O:16][CH:15]=[N:14][C:13]=2[CH3:17])[CH:5]=[CH:6][C:7]=1[C:8]([F:11])([F:10])[F:9].C[Si]([N-][Si](C)(C)C)(C)C.[Li+].[Cl:28]C(Cl)(Cl)C(Cl)(Cl)Cl.O, predict the reaction product. The product is: [Cl:28][C:15]1[O:16][C:12]([C:4]2[CH:5]=[CH:6][C:7]([C:8]([F:9])([F:11])[F:10])=[C:2]([F:1])[CH:3]=2)=[C:13]([CH3:17])[N:14]=1. (3) Given the reactants [Br:1][C:2]1[S:6][C:5]([C:7]([OH:9])=O)=[CH:4][CH:3]=1.[N:10]1[CH:11]=[CH:12][N:13]2[CH:18]=[CH:17][C:16]([CH2:19][NH2:20])=[CH:15][C:14]=12.O.ON1C2C=CC=CC=2N=N1.CN1CCOCC1.Cl.CN(C)CCCN=C=NCC, predict the reaction product. The product is: [Br:1][C:2]1[S:6][C:5]([C:7]([NH:20][CH2:19][C:16]2[CH:17]=[CH:18][N:13]3[CH:12]=[CH:11][N:10]=[C:14]3[CH:15]=2)=[O:9])=[CH:4][CH:3]=1. (4) Given the reactants CN(C)C1C2C(=CC(CO[Si](C(C)(C)C)(C)C)=CC2=C)NC1=O.[S:24]([NH2:34])(=[O:33])([C:26]1[CH:31]=[CH:30][C:29](N)=[CH:28][CH:27]=1)=[O:25].C(O)(=O)C, predict the reaction product. The product is: [C:26]1([S:24]([NH2:34])(=[O:33])=[O:25])[CH:31]=[CH:30][CH:29]=[CH:28][CH:27]=1.